From a dataset of Full USPTO retrosynthesis dataset with 1.9M reactions from patents (1976-2016). Predict the reactants needed to synthesize the given product. (1) Given the product [CH3:26][N:20]1[C:21]([CH3:25])=[C:22]([C:23]#[N:24])[CH:17]([C:13]2[CH:12]=[C:11]3[C:16](=[CH:15][CH:14]=2)[NH:8][N:9]=[C:10]3[CH3:30])[C:18]([C:28]#[N:29])=[C:19]1[CH3:27], predict the reactants needed to synthesize it. The reactants are: C(OC([N:8]1[C:16]2[C:11](=[CH:12][C:13]([CH:17]3[C:22]([C:23]#[N:24])=[C:21]([CH3:25])[N:20]([CH3:26])[C:19]([CH3:27])=[C:18]3[C:28]#[N:29])=[CH:14][CH:15]=2)[C:10]([CH3:30])=[N:9]1)=O)(C)(C)C.Cl. (2) Given the product [F:1][C:2]1[C:3]([C:20]([F:23])([F:22])[F:21])=[C:4]([CH:17]=[CH:18][CH:19]=1)[CH2:5][N:6]1[CH2:11][CH2:10][NH:9][C:8]2[N:12]=[CH:13][C:14]([C:34]3[CH:33]=[N:32][C:31]([N:28]4[CH2:27][CH2:26][N:25]([CH3:24])[CH2:30][CH2:29]4)=[CH:36][CH:35]=3)=[CH:15][C:7]1=2, predict the reactants needed to synthesize it. The reactants are: [F:1][C:2]1[C:3]([C:20]([F:23])([F:22])[F:21])=[C:4]([CH:17]=[CH:18][CH:19]=1)[CH2:5][N:6]1[CH2:11][CH2:10][NH:9][C:8]2[N:12]=[CH:13][C:14](I)=[CH:15][C:7]1=2.[CH3:24][N:25]1[CH2:30][CH2:29][N:28]([C:31]2[CH:36]=[CH:35][C:34](B3OC(C)(C)C(C)(C)O3)=[CH:33][N:32]=2)[CH2:27][CH2:26]1. (3) Given the product [Cl:20][C:19]1[C:14]([C:12]([N:11]([C:22]2[CH:27]=[CH:26][C:25]([I:28])=[C:24]([Cl:29])[CH:23]=2)[CH2:10][CH2:9][OH:8])=[O:13])=[C:15]([Cl:21])[N:16]=[CH:17][N:18]=1, predict the reactants needed to synthesize it. The reactants are: [Si]([O:8][CH2:9][CH2:10][N:11]([C:22]1[CH:27]=[CH:26][C:25]([I:28])=[C:24]([Cl:29])[CH:23]=1)[C:12]([C:14]1[C:15]([Cl:21])=[N:16][CH:17]=[N:18][C:19]=1[Cl:20])=[O:13])(C(C)(C)C)(C)C. (4) The reactants are: [C:1]([O:6][C:7](=O)[C:8](C)=C)(=[O:5])[C:2]([CH3:4])=[CH2:3].OC(=C)C([O-])=O. Given the product [C:1]([O:6][CH2:7][CH3:8])(=[O:5])[C:2]([CH3:4])=[CH2:3].[C:1]([OH:6])(=[O:5])[C:2]([CH3:4])=[CH2:3], predict the reactants needed to synthesize it.